This data is from Forward reaction prediction with 1.9M reactions from USPTO patents (1976-2016). The task is: Predict the product of the given reaction. (1) Given the reactants Cl[C:2]1[N:3]=[C:4]([N:12]2[CH2:17][CH2:16][O:15][CH2:14][C@@H:13]2[CH3:18])[C:5]2[CH2:11][S:10][CH2:9][CH2:8][C:6]=2[N:7]=1.[CH:19]1([NH:22][C:23]([NH:25][C:26]2[CH:31]=[CH:30][C:29](B3OC(C)(C)C(C)(C)O3)=[CH:28][CH:27]=2)=[O:24])[CH2:21][CH2:20]1.C([O-])([O-])=O.[Na+].[Na+], predict the reaction product. The product is: [CH:19]1([NH:22][C:23]([NH:25][C:26]2[CH:31]=[CH:30][C:29]([C:2]3[N:3]=[C:4]([N:12]4[CH2:17][CH2:16][O:15][CH2:14][C@@H:13]4[CH3:18])[C:5]4[CH2:11][S:10][CH2:9][CH2:8][C:6]=4[N:7]=3)=[CH:28][CH:27]=2)=[O:24])[CH2:21][CH2:20]1. (2) Given the reactants [CH3:1][O:2][C:3]1[CH:42]=[CH:41][C:6]([CH2:7][O:8][C@@H:9]2[C@@H:17]([CH2:18][OH:19])[O:16][CH:15]3[CH:11]([N:12]=[C:13]([N:20]([CH2:28][CH2:29][CH3:30])[C:21](=[O:27])[O:22][C:23]([CH3:26])([CH3:25])[CH3:24])[S:14]3)[C@H:10]2[O:31][CH2:32][C:33]2[CH:38]=[CH:37][C:36]([O:39][CH3:40])=[CH:35][CH:34]=2)=[CH:5][CH:4]=1.C1C(=O)N(Br)C(=O)C1, predict the reaction product. The product is: [CH:18]([C@H:17]1[O:16][C@H:15]2[C@H:11]([N:12]=[C:13]([N:20]([CH2:28][CH2:29][CH3:30])[C:21](=[O:27])[O:22][C:23]([CH3:24])([CH3:25])[CH3:26])[S:14]2)[C@@H:10]([O:31][CH2:32][C:33]2[CH:38]=[CH:37][C:36]([O:39][CH3:40])=[CH:35][CH:34]=2)[C@@H:9]1[O:8][CH2:7][C:6]1[CH:41]=[CH:42][C:3]([O:2][CH3:1])=[CH:4][CH:5]=1)=[O:19]. (3) Given the reactants [CH3:1][O:2][CH2:3][C:4]1[N:5]([C:10]2[CH:15]=[CH:14][CH:13]=[CH:12][CH:11]=2)[C:6]([SH:9])=[N:7][N:8]=1.Cl[CH2:17][C:18]([NH:20][C:21]1[CH:26]=[CH:25][CH:24]=[CH:23][C:22]=1[Cl:27])=[O:19].C(=O)([O-])[O-].[K+].[K+], predict the reaction product. The product is: [Cl:27][C:22]1[CH:23]=[CH:24][CH:25]=[CH:26][C:21]=1[NH:20][C:18](=[O:19])[CH2:17][S:9][C:6]1[N:5]([C:10]2[CH:15]=[CH:14][CH:13]=[CH:12][CH:11]=2)[C:4]([CH2:3][O:2][CH3:1])=[N:8][N:7]=1. (4) Given the reactants [F:1][C:2]1[CH:26]=[CH:25][C:5]2[N:6]([C:19]3[CH:24]=[CH:23][CH:22]=[CH:21][CH:20]=3)[C:7]([C@@H:9]([NH:11]C(=O)OC(C)(C)C)[CH3:10])=[N:8][C:4]=2[CH:3]=1.C(O)(C(F)(F)F)=O, predict the reaction product. The product is: [F:1][C:2]1[CH:26]=[CH:25][C:5]2[N:6]([C:19]3[CH:24]=[CH:23][CH:22]=[CH:21][CH:20]=3)[C:7]([C@@H:9]([NH2:11])[CH3:10])=[N:8][C:4]=2[CH:3]=1. (5) Given the reactants [CH:1]([C:3]1[N:7]([CH3:8])[C:6]2[C:9]([N:13]3[CH2:18][CH2:17][N:16]([C:19]([O:21][C:22]([CH3:25])([CH3:24])[CH3:23])=[O:20])[CH2:15][CH2:14]3)=[CH:10][CH:11]=[CH:12][C:5]=2[N:4]=1)=O.[CH2:26]([NH:28][C@@H:29]1[C:38]2[N:37]=[CH:36][CH:35]=[CH:34][C:33]=2[CH2:32][CH2:31][CH2:30]1)[CH3:27].C(O)(=O)C.C(O[BH-](OC(=O)C)OC(=O)C)(=O)C.[Na+], predict the reaction product. The product is: [CH2:26]([N:28]([CH2:1][C:3]1[N:7]([CH3:8])[C:6]2[C:9]([N:13]3[CH2:18][CH2:17][N:16]([C:19]([O:21][C:22]([CH3:24])([CH3:25])[CH3:23])=[O:20])[CH2:15][CH2:14]3)=[CH:10][CH:11]=[CH:12][C:5]=2[N:4]=1)[C@@H:29]1[C:38]2[N:37]=[CH:36][CH:35]=[CH:34][C:33]=2[CH2:32][CH2:31][CH2:30]1)[CH3:27].